From a dataset of Full USPTO retrosynthesis dataset with 1.9M reactions from patents (1976-2016). Predict the reactants needed to synthesize the given product. (1) The reactants are: [CH3:1][N:2]1[CH:6]=[CH:5][N:4]=[CH:3]1.[CH3:7][O:8][C:9]1[CH:16]=[CH:15][C:12]([CH2:13][Br:14])=[CH:11][CH:10]=1. Given the product [Br-:14].[CH3:7][O:8][C:9]1[CH:16]=[CH:15][C:12]([CH2:13][N:4]2[CH:5]=[CH:6][N+:2]([CH3:1])=[CH:3]2)=[CH:11][CH:10]=1, predict the reactants needed to synthesize it. (2) Given the product [F:1][C:2]1[CH:23]=[C:22]([CH2:24][CH2:25][CH2:26][OH:27])[CH:21]=[CH:20][C:3]=1[NH:4][C:5]1[C:6]([C:13]([NH:15][O:16][CH2:17][CH2:18][OH:19])=[O:14])=[CH:7][N:8]([CH3:12])[C:9](=[O:11])[CH:10]=1, predict the reactants needed to synthesize it. The reactants are: [F:1][C:2]1[CH:23]=[C:22]([C:24]#[C:25][CH2:26][OH:27])[CH:21]=[CH:20][C:3]=1[NH:4][C:5]1[C:6]([C:13]([NH:15][O:16][CH2:17][CH2:18][OH:19])=[O:14])=[CH:7][N:8]([CH3:12])[C:9](=[O:11])[CH:10]=1. (3) Given the product [CH2:1]([O:3][C:4]([C:6]1[C:15](=[O:16])[C:14]2[C:9](=[CH:10][CH:11]=[C:12]([CH2:17][CH2:18][CH2:19][NH:20][C:21]([O:23][C:24]([CH3:27])([CH3:26])[CH3:25])=[O:22])[CH:13]=2)[N:8]([CH2:28][CH3:29])[CH:7]=1)=[O:5])[CH3:2], predict the reactants needed to synthesize it. The reactants are: [CH2:1]([O:3][C:4]([C:6]1[C:15](=[O:16])[C:14]2[C:9](=[CH:10][CH:11]=[C:12]([C:17]#[C:18][CH2:19][NH:20][C:21]([O:23][C:24]([CH3:27])([CH3:26])[CH3:25])=[O:22])[CH:13]=2)[N:8]([CH2:28][CH3:29])[CH:7]=1)=[O:5])[CH3:2].